Dataset: Reaction yield outcomes from USPTO patents with 853,638 reactions. Task: Predict the reaction yield, written as a fraction of the theoretical maximum amount of product (1.0 means a 100% yield; for example, 0.34 means a 34% yield). (1) The reactants are [NH2:1][C:2]1[S:3][C:4]2[CH2:15][CH2:14][CH2:13][CH2:12][C:5]=2[C:6]=1[C:7](OCC)=[O:8].[CH:16]([NH2:18])=O. The catalyst is O. The product is [C:5]12[CH2:12][CH2:13][CH2:14][CH2:15][C:4]=1[S:3][C:2]1[N:1]=[CH:16][N:18]=[C:7]([OH:8])[C:6]2=1. The yield is 0.810. (2) The reactants are [ClH:1].[CH2:2]([N:4]([CH2:12][C:13]1[N:17](C)[N:16]=[N:15][N:14]=1)C(=O)OC(C)(C)C)[CH3:3].[CH3:19]COCC. The product is [ClH:1].[CH3:19][N:15]1[N:16]=[N:17][C:13]([CH2:12][NH:4][CH2:2][CH3:3])=[N:14]1. The catalyst is C(Cl)Cl. The yield is 0.560.